From a dataset of Forward reaction prediction with 1.9M reactions from USPTO patents (1976-2016). Predict the product of the given reaction. (1) Given the reactants Cl.[F:2][C:3]1[C:8]([F:9])=[CH:7][CH:6]=[CH:5][C:4]=1[C@H:10]1[CH2:16][N:15]2[C:17]([C:20]3([C:23]([F:26])([F:25])[F:24])[CH2:22][CH2:21]3)=[N:18][N:19]=[C:14]2[C@H:13]([NH:27]C(=O)OC(C)(C)C)[CH2:12][CH2:11]1, predict the reaction product. The product is: [F:2][C:3]1[C:8]([F:9])=[CH:7][CH:6]=[CH:5][C:4]=1[C@H:10]1[CH2:16][N:15]2[C:17]([C:20]3([C:23]([F:26])([F:24])[F:25])[CH2:21][CH2:22]3)=[N:18][N:19]=[C:14]2[C@H:13]([NH2:27])[CH2:12][CH2:11]1. (2) Given the reactants [C:1]([C:5]1[N:6]=[C:7]([N:23]2[CH2:28][CH2:27][O:26][CH2:25][CH2:24]2)[C:8]2[N:13]=[N:12][N:11](CC3C=CC(OC)=CC=3)[C:9]=2[N:10]=1)([CH3:4])([CH3:3])[CH3:2], predict the reaction product. The product is: [C:1]([C:5]1[N:6]=[C:7]([N:23]2[CH2:28][CH2:27][O:26][CH2:25][CH2:24]2)[C:8]2[N:13]=[N:12][NH:11][C:9]=2[N:10]=1)([CH3:4])([CH3:2])[CH3:3]. (3) Given the reactants COC1C([N+]([O-])=O)=CC2CCC(=O)CCC=2C=1.[CH3:18][O:19][C:20]1[C:21]([N+:37]([O-:39])=[O:38])=[CH:22][C:23]2[CH2:29][CH2:28][CH:27]([N:30]3[CH2:35][CH2:34][O:33][CH2:32][CH2:31]3)[CH2:26][CH2:25][C:24]=2[CH:36]=1.C(Cl)Cl.N1CCOCC1.C(O)(=O)C.C(O[BH-](OC(=O)C)OC(=O)C)(=O)C.[Na+], predict the reaction product. The product is: [CH3:18][O:19][C:20]1[C:21]([N+:37]([O-:39])=[O:38])=[CH:22][C:23]2[CH2:29][CH2:28][CH:27]([N:30]3[CH2:35][CH2:34][O:33][CH2:32][CH2:31]3)[CH2:26][CH2:25][C:24]=2[CH:36]=1. (4) Given the reactants NC1C=CC(C2C=C3C(CN([C@@H](C(C)C)C(OC)=O)C3=O)=CC=2)=CC=1.[N+:26]([C:29]1[CH:34]=[CH:33][C:32]([C:35]2[CH:43]=[C:42]3[C:38]([CH2:39][N:40]([C@@H:45]4[CH2:49][CH2:48][CH2:47][C@@H:46]4[C:50]([O:52][CH3:53])=[O:51])[C:41]3=[O:44])=[CH:37][CH:36]=2)=[CH:31][CH:30]=1)([O-])=O, predict the reaction product. The product is: [NH2:26][C:29]1[CH:30]=[CH:31][C:32]([C:35]2[CH:43]=[C:42]3[C:38]([CH2:39][N:40]([C@@H:45]4[CH2:49][CH2:48][CH2:47][C@@H:46]4[C:50]([O:52][CH3:53])=[O:51])[C:41]3=[O:44])=[CH:37][CH:36]=2)=[CH:33][CH:34]=1. (5) Given the reactants [C:1]([C:4]1[C:33](=[O:34])[N:32]([CH:35]2[CH2:39][CH2:38][CH2:37][CH2:36]2)[C:7]2[N:8]=[C:9]([NH:12][C:13]3[N:18]=[N:17][C:16]([N:19]4[CH2:24][CH2:23][N:22](C(OC(C)(C)C)=O)[CH2:21][CH2:20]4)=[CH:15][CH:14]=3)[N:10]=[CH:11][C:6]=2[C:5]=1[CH3:40])(=[O:3])[CH3:2], predict the reaction product. The product is: [C:1]([C:4]1[C:33](=[O:34])[N:32]([CH:35]2[CH2:39][CH2:38][CH2:37][CH2:36]2)[C:7]2[N:8]=[C:9]([NH:12][C:13]3[N:18]=[N:17][C:16]([N:19]4[CH2:20][CH2:21][NH:22][CH2:23][CH2:24]4)=[CH:15][CH:14]=3)[N:10]=[CH:11][C:6]=2[C:5]=1[CH3:40])(=[O:3])[CH3:2].